Dataset: Reaction yield outcomes from USPTO patents with 853,638 reactions. Task: Predict the reaction yield, written as a fraction of the theoretical maximum amount of product (1.0 means a 100% yield; for example, 0.34 means a 34% yield). (1) The reactants are Cl.[NH:2]1[CH2:7][CH2:6][CH2:5][C@@H:4]([OH:8])[CH2:3]1.[C:9]([O:13][C:14](O[C:14]([O:13][C:9]([CH3:12])([CH3:11])[CH3:10])=[O:15])=[O:15])([CH3:12])([CH3:11])[CH3:10].C(N(CC)CC)C. The catalyst is C(Cl)Cl. The product is [C:9]([O:13][C:14]([N:2]1[CH2:7][CH2:6][CH2:5][C@@H:4]([OH:8])[CH2:3]1)=[O:15])([CH3:12])([CH3:11])[CH3:10]. The yield is 1.00. (2) The reactants are I[C:2]1[CH:3]=[C:4]2[N:10]=[C:9]([NH:11]C(=O)OCC)[N:8]([CH2:17][C:18]3[CH:23]=[CH:22][C:21]([O:24][CH2:25][C:26]4[CH:31]=[CH:30][C:29]([C:32]([F:38])([F:37])[C:33]([F:36])([F:35])[F:34])=[CH:28][CH:27]=4)=[C:20]([O:39][CH3:40])[CH:19]=3)[C:5]2=[N:6][CH:7]=1.[CH3:41][N:42]1[CH:46]=[C:45](B2OC(C)(C)C(C)(C)O2)[CH:44]=[N:43]1. The catalyst is CN(C)C=O.C(=O)([O-])[O-].[Na+].[Na+].C1C=CC(P(C2C=CC=CC=2)[C-]2C=CC=C2)=CC=1.C1C=CC(P(C2C=CC=CC=2)[C-]2C=CC=C2)=CC=1.[Cl-].[Cl-].[Fe+2].[Pd+2]. The product is [CH3:40][O:39][C:20]1[CH:19]=[C:18]([CH:23]=[CH:22][C:21]=1[O:24][CH2:25][C:26]1[CH:31]=[CH:30][C:29]([C:32]([F:38])([F:37])[C:33]([F:36])([F:34])[F:35])=[CH:28][CH:27]=1)[CH2:17][N:8]1[C:5]2=[N:6][CH:7]=[C:2]([C:45]3[CH:44]=[N:43][N:42]([CH3:41])[CH:46]=3)[CH:3]=[C:4]2[N:10]=[C:9]1[NH2:11]. The yield is 0.140. (3) The reactants are [O:1]=[C:2]1[NH:6][CH2:5][C:4]2([CH2:10][CH2:9][C@@H:8]([C:11]([O:13]CC3C=CC=CC=3)=[O:12])[CH2:7]2)[O:3]1. The catalyst is CO.[Pd]. The product is [O:1]=[C:2]1[NH:6][CH2:5][C:4]2([CH2:10][CH2:9][C@@H:8]([C:11]([OH:13])=[O:12])[CH2:7]2)[O:3]1. The yield is 0.970. (4) The reactants are [CH2:1]([N:5]([CH2:19][CH:20]([CH3:22])[CH3:21])[C:6]1[CH:11]=[CH:10][C:9]([CH:12]=[C:13]([CH3:15])[CH3:14])=[CH:8][C:7]=1[N+:16]([O-:18])=[O:17])[CH:2]([CH3:4])[CH3:3].C([O-])(=O)C.[N+](=[CH:29][C:30]([O:32][CH2:33][CH3:34])=[O:31])=[N-]. The catalyst is C(Cl)Cl. The product is [CH2:1]([N:5]([CH2:19][CH:20]([CH3:22])[CH3:21])[C:6]1[CH:11]=[CH:10][C:9]([C@H:12]2[C@H:29]([C:30]([O:32][CH2:33][CH3:34])=[O:31])[C:13]2([CH3:14])[CH3:15])=[CH:8][C:7]=1[N+:16]([O-:18])=[O:17])[CH:2]([CH3:4])[CH3:3]. The yield is 0.528. (5) The reactants are [C:1]([S:4][CH2:5][CH2:6][C@H:7]([NH:11][C:12]([O:14][CH2:15][C:16]1[CH:21]=[CH:20][CH:19]=[CH:18][CH:17]=1)=[O:13])[C:8]([OH:10])=O)(=[O:3])[CH3:2].[NH2:22][CH2:23][CH2:24][CH2:25][CH2:26][CH2:27][OH:28].C(Cl)CCl.C1C=CC2N(O)N=NC=2C=1. The catalyst is CCOC(C)=O.C(Cl)Cl. The product is [C:1](=[O:3])([S:4][CH2:5][CH2:6][C@H:7]([NH:11][C:12]([O:14][CH2:15][C:16]1[CH:21]=[CH:20][CH:19]=[CH:18][CH:17]=1)=[O:13])[C:8]([NH:22][CH2:23][CH2:24][CH2:25][CH2:26][CH2:27][OH:28])=[O:10])[CH3:2]. The yield is 0.780. (6) The reactants are CC1(C)[O:6][C@H:5]([CH2:7][O:8][NH:9][C:10]([C:12]2[CH:13]=[CH:14][C:15]3[N:16]([CH:27]=[N:28][CH:29]=3)[C:17]=2[NH:18][C:19]2[CH:24]=[CH:23][C:22]([I:25])=[CH:21][C:20]=2[F:26])=[O:11])[CH2:4][O:3]1.CCN(CC)CC.C(#N)C.O. The yield is 0.230. The catalyst is CO.ClCCl. The product is [OH:6][C@H:5]([CH2:4][OH:3])[CH2:7][O:8][NH:9][C:10]([C:12]1[CH:13]=[CH:14][C:15]2[N:16]([CH:27]=[N:28][CH:29]=2)[C:17]=1[NH:18][C:19]1[CH:24]=[CH:23][C:22]([I:25])=[CH:21][C:20]=1[F:26])=[O:11]. (7) The reactants are [C:1]1([S:7]([N:10]2[C:14]3=[N:15][CH:16]=[C:17]([Cl:19])[CH:18]=[C:13]3[C:12]([CH2:20][C:21]3[CH:22]=[CH:23][C:24]([NH2:27])=[N:25][CH:26]=3)=[CH:11]2)(=[O:9])=[O:8])[CH:6]=[CH:5][CH:4]=[CH:3][CH:2]=1.C(O)(=O)C.[F:32][C:33]1[CH:34]=[C:35]([CH:39]=O)[CH:36]=[N:37][CH:38]=1.C([BH3-])#N.[Na+].C(=O)([O-])[O-].[K+].[K+]. The catalyst is C(O)C. The product is [C:1]1([S:7]([N:10]2[C:14]3=[N:15][CH:16]=[C:17]([Cl:19])[CH:18]=[C:13]3[C:12]([CH2:20][C:21]3[CH:22]=[CH:23][C:24]([NH:27][CH2:39][C:35]4[CH:36]=[N:37][CH:38]=[C:33]([F:32])[CH:34]=4)=[N:25][CH:26]=3)=[CH:11]2)(=[O:9])=[O:8])[CH:6]=[CH:5][CH:4]=[CH:3][CH:2]=1. The yield is 0.590. (8) The reactants are [C:1]([NH:6][C:7]1[CH:12]=[CH:11][C:10]([C:13]2[C:17]([CH2:18][N:19]([CH3:31])[CH2:20][CH2:21][N:22](C)[C:23](=O)OC(C)(C)C)=[CH:16][N:15](C3CCCCO3)[N:14]=2)=[CH:9][CH:8]=1)(=[O:5])[C:2]([CH3:4])=[CH2:3]. The catalyst is Cl. The product is [CH3:31][N:19]([CH2:18][C:17]1[C:13]([C:10]2[CH:9]=[CH:8][C:7]([NH:6][C:1](=[O:5])[C:2]([CH3:4])=[CH2:3])=[CH:12][CH:11]=2)=[N:14][NH:15][CH:16]=1)[CH2:20][CH2:21][NH:22][CH3:23]. The yield is 0.800. (9) The reactants are [C:1]([C:5]1[CH:31]=[CH:30][C:8]([C:9]([NH:11][C:12]2[C:13]([NH:18][C:19]([C:21]3[CH:29]=[C:28]4[C:24]([CH:25]=[CH:26][NH:27]4)=[CH:23][CH:22]=3)=[O:20])=[CH:14][CH:15]=[CH:16][CH:17]=2)=[O:10])=[CH:7][CH:6]=1)([CH3:4])([CH3:3])[CH3:2].[BH3-]C#N.[Na+].C([O-])(O)=O.[Na+]. The catalyst is C(O)(=O)C.O. The product is [C:1]([C:5]1[CH:6]=[CH:7][C:8]([C:9]([NH:11][C:12]2[C:13]([NH:18][C:19]([C:21]3[CH:29]=[C:28]4[C:24]([CH2:25][CH2:26][NH:27]4)=[CH:23][CH:22]=3)=[O:20])=[CH:14][CH:15]=[CH:16][CH:17]=2)=[O:10])=[CH:30][CH:31]=1)([CH3:4])([CH3:2])[CH3:3]. The yield is 0.700. (10) The reactants are [CH:1]1([CH:7]([C:9]2[C:10]([CH2:22][CH3:23])=[N:11][N:12]([C:14]3[CH:19]=[CH:18][C:17]([O:20][CH3:21])=[CH:16][CH:15]=3)[CH:13]=2)O)[CH2:6][CH2:5][CH2:4][CH2:3][CH2:2]1.[NH2:24][C:25]1[CH:30]=[CH:29][C:28]([C:31]([N:33]([CH3:41])[CH2:34][CH2:35][C:36]([O:38]CC)=[O:37])=[O:32])=[CH:27][CH:26]=1. No catalyst specified. The product is [CH:1]1([CH:7]([NH:24][C:25]2[CH:26]=[CH:27][C:28]([C:31]([N:33]([CH3:41])[CH2:34][CH2:35][C:36]([OH:38])=[O:37])=[O:32])=[CH:29][CH:30]=2)[C:9]2[C:10]([CH2:22][CH3:23])=[N:11][N:12]([C:14]3[CH:19]=[CH:18][C:17]([O:20][CH3:21])=[CH:16][CH:15]=3)[CH:13]=2)[CH2:6][CH2:5][CH2:4][CH2:3][CH2:2]1. The yield is 0.180.